This data is from Full USPTO retrosynthesis dataset with 1.9M reactions from patents (1976-2016). The task is: Predict the reactants needed to synthesize the given product. (1) Given the product [CH3:20][N:21]([CH3:22])[S:16]([C:14]1[S:15][C:11]([C:5]2[CH:4]=[C:3]([CH2:1][CH3:2])[C:8](=[O:9])[NH:7][C:6]=2[CH3:10])=[CH:12][CH:13]=1)(=[O:18])=[O:17], predict the reactants needed to synthesize it. The reactants are: [CH2:1]([C:3]1[C:8](=[O:9])[NH:7][C:6]([CH3:10])=[C:5]([C:11]2[S:15][C:14]([S:16](Cl)(=[O:18])=[O:17])=[CH:13][CH:12]=2)[CH:4]=1)[CH3:2].[CH3:20][NH:21][CH3:22]. (2) Given the product [CH:1]1([CH2:4][N:5]2[CH:9]=[C:8]([C:10]3[N:15]=[CH:14][C:13]4[N:16]=[N:17][NH:18][C:12]=4[CH:11]=3)[N:7]=[CH:6]2)[CH2:2][CH2:3]1, predict the reactants needed to synthesize it. The reactants are: [CH:1]1([CH2:4][N:5]2[CH:9]=[C:8]([C:10]3[N:15]=[CH:14][C:13]4[N:16]=[N:17][N:18](COCC[Si](C)(C)C)[C:12]=4[CH:11]=3)[N:7]=[CH:6]2)[CH2:3][CH2:2]1.C(O)(C(F)(F)F)=O. (3) Given the product [Br:12][CH:7]([C:2]1[CH:3]=[CH:4][CH:5]=[CH:6][N:1]=1)[C:8]([O:10][CH3:11])=[O:9], predict the reactants needed to synthesize it. The reactants are: [N:1]1[CH:6]=[CH:5][CH:4]=[CH:3][C:2]=1[CH2:7][C:8]([O:10][CH3:11])=[O:9].[Br:12]N1C(=O)CCC1=O.N(C(C)(C)C#N)=NC(C)(C)C#N. (4) Given the product [CH3:9][CH:1]([OH:8])[CH2:2][CH2:3][CH2:4][CH2:5][CH:6]=[CH2:7], predict the reactants needed to synthesize it. The reactants are: [CH:1](=[O:8])[CH2:2][CH2:3][CH2:4][CH2:5][CH:6]=[CH2:7].[CH3:9][Mg]Br.CCCCCC.[Mn]([O-])(=O)(=O)=O.[K+].